From a dataset of Reaction yield outcomes from USPTO patents with 853,638 reactions. Predict the reaction yield, written as a fraction of the theoretical maximum amount of product (1.0 means a 100% yield; for example, 0.34 means a 34% yield). No catalyst specified. The reactants are CC1C=C(N2CCN(CCOC3C=CC=CC=3)C2=O)SC=1C(O)=O.[F:25][C:26]1[CH:47]=[CH:46][C:29]([CH2:30][N:31]2[CH2:35][CH2:34][N:33]([C:36]3[S:40][C:39]([C:41](O)=[O:42])=[C:38]([CH3:44])[CH:37]=3)[C:32]2=[O:45])=[CH:28][CH:27]=1.Cl.[O:49]1[C:53]2[CH:54]=[CH:55][CH:56]=[CH:57][C:52]=2[N:51]=[C:50]1[CH2:58][NH2:59]. The yield is 0.850. The product is [O:49]1[C:53]2[CH:54]=[CH:55][CH:56]=[CH:57][C:52]=2[N:51]=[C:50]1[CH2:58][NH:59][C:41]([C:39]1[S:40][C:36]([N:33]2[CH2:34][CH2:35][N:31]([CH2:30][C:29]3[CH:28]=[CH:27][C:26]([F:25])=[CH:47][CH:46]=3)[C:32]2=[O:45])=[CH:37][C:38]=1[CH3:44])=[O:42].